The task is: Predict the product of the given reaction.. This data is from Forward reaction prediction with 1.9M reactions from USPTO patents (1976-2016). (1) Given the reactants C([Si]([O:8][C@H:9]1[CH2:17][CH2:16][CH2:15][C@@:14]2([CH3:18])[C@H:10]1[CH2:11][CH2:12][C@@H:13]2[C@H:19]([CH3:31])[CH:20]([O:29][CH3:30])[CH2:21][C@@H:22]([CH3:28])[C:23]([O:26][CH3:27])([CH3:25])[CH3:24])(C)C)(C)(C)C, predict the reaction product. The product is: [CH3:30][O:29][CH:20]([CH2:21][C@@H:22]([CH3:28])[C:23]([O:26][CH3:27])([CH3:25])[CH3:24])[C@H:19]([C@@H:13]1[C@:14]2([CH3:18])[C@H:10]([C@@H:9]([OH:8])[CH2:17][CH2:16][CH2:15]2)[CH2:11][CH2:12]1)[CH3:31]. (2) Given the reactants [N+:1]([C:4]1[CH:5]=[C:6]([C:10](=[O:12])[CH3:11])[CH:7]=[CH:8][CH:9]=1)([O-:3])=[O:2].[Br-:13].[Br-].[Br-].[NH+]1C=CC=CC=1.[NH+]1C=CC=CC=1.[NH+]1C=CC=CC=1, predict the reaction product. The product is: [Br:13][CH2:11][C:10]([C:6]1[CH:7]=[CH:8][CH:9]=[C:4]([N+:1]([O-:3])=[O:2])[CH:5]=1)=[O:12]. (3) Given the reactants C([O:4][CH2:5][C:6]([CH3:53])([CH3:52])[CH2:7][N:8]1[C:14]2[CH:15]=[CH:16][C:17]([Cl:19])=[CH:18][C:13]=2[C@@H:12]([C:20]2[CH:25]=[CH:24][CH:23]=[C:22]([O:26][CH3:27])[C:21]=2[O:28][CH3:29])[O:11][C@H:10]([CH2:30][C:31]([NH:33][C:34]2[CH:35]=[C:36]([O:47][CH2:48][CH2:49][CH3:50])[C:37]3[O:41][C:40]([C:42]([O:44]C)=[O:43])=[CH:39][C:38]=3[CH:46]=2)=[O:32])[C:9]1=[O:51])(=O)C.[OH-].[Na+].Cl, predict the reaction product. The product is: [Cl:19][C:17]1[CH:16]=[CH:15][C:14]2[N:8]([CH2:7][C:6]([CH3:52])([CH3:53])[CH2:5][OH:4])[C:9](=[O:51])[C@@H:10]([CH2:30][C:31]([NH:33][C:34]3[CH:35]=[C:36]([O:47][CH2:48][CH2:49][CH3:50])[C:37]4[O:41][C:40]([C:42]([OH:44])=[O:43])=[CH:39][C:38]=4[CH:46]=3)=[O:32])[O:11][C@H:12]([C:20]3[CH:25]=[CH:24][CH:23]=[C:22]([O:26][CH3:27])[C:21]=3[O:28][CH3:29])[C:13]=2[CH:18]=1. (4) Given the reactants [NH2:1][C:2]1[N:7]=[C:6]([CH3:8])[N:5]=[C:4]([C:9]2[N:13]3[N:14]=[CH:15][CH:16]=[CH:17][C:12]3=[N:11][C:10]=2[NH:18][C:19]2[CH:23]=[CH:22][NH:21][N:20]=2)[CH:3]=1.[C:24](Cl)(=[O:32])[O:25][C:26]1[CH:31]=[CH:30][CH:29]=[CH:28][CH:27]=1.CCN(C(C)C)C(C)C.N1C=CC=N1, predict the reaction product. The product is: [NH2:1][C:2]1[N:7]=[C:6]([CH3:8])[N:5]=[C:4]([C:9]2[N:13]3[N:14]=[CH:15][CH:16]=[CH:17][C:12]3=[N:11][C:10]=2[NH:18][C:19]2[CH:23]=[CH:22][N:21]([C:24]([O:25][C:26]3[CH:31]=[CH:30][CH:29]=[CH:28][CH:27]=3)=[O:32])[N:20]=2)[CH:3]=1. (5) Given the reactants [CH2:1]=[CH:2][C:3]1[CH:8]=[CH:7][CH:6]=[CH:5][CH:4]=1.C=CC=C.C([Li])(CC)C.BrC(Br)C, predict the reaction product. The product is: [CH2:1]=[CH:2][CH:3]=[CH2:4].[CH2:1]=[CH:2][C:3]1[CH:8]=[CH:7][CH:6]=[CH:5][CH:4]=1.